Dataset: Human liver microsome stability data. Task: Regression/Classification. Given a drug SMILES string, predict its absorption, distribution, metabolism, or excretion properties. Task type varies by dataset: regression for continuous measurements (e.g., permeability, clearance, half-life) or binary classification for categorical outcomes (e.g., BBB penetration, CYP inhibition). Dataset: hlm. (1) The molecule is Oc1ccc(-c2cc(-c3ccccc3Cl)nc3c2Cc2c(O)cccc2-3)cc1. The result is 0 (unstable in human liver microsomes). (2) The molecule is CN(Cc1cccc2c1S(=O)(=O)N=C2C1=C(O)C2(CC2)N(Cc2ccc(F)c(Cl)c2)C1=O)S(C)(=O)=O. The result is 0 (unstable in human liver microsomes). (3) The compound is O=P1(c2ccc(C(F)(F)F)cc2)CCOCC1. The result is 0 (unstable in human liver microsomes).